This data is from Full USPTO retrosynthesis dataset with 1.9M reactions from patents (1976-2016). The task is: Predict the reactants needed to synthesize the given product. (1) Given the product [CH2:1]([O:3][C:4]1[CH:12]=[CH:11][C:10]([S:14]([N:27]2[CH2:28][CH2:29][N:24]([CH2:22][CH3:23])[CH2:25][CH2:26]2)(=[O:17])=[O:15])=[CH:9][C:5]=1[C:6]([NH2:8])=[O:7])[CH3:2], predict the reactants needed to synthesize it. The reactants are: [CH2:1]([O:3][C:4]1[CH:12]=[CH:11][CH:10]=[CH:9][C:5]=1[C:6]([NH2:8])=[O:7])[CH3:2].Cl[S:14]([OH:17])(=O)=[O:15].S(Cl)(Cl)=O.[CH2:22]([N:24]1[CH2:29][CH2:28][NH:27][CH2:26][CH2:25]1)[CH3:23]. (2) The reactants are: [CH3:1][O:2][C:3]1[CH:4]=[CH:5][C:6]2[N:7]([C:9]([CH2:12][C:13]3[CH:23]=[CH:22][C:16]4[N:17]=[C:18]([S:20][CH3:21])[S:19][C:15]=4[CH:14]=3)=[CH:10][N:11]=2)[N:8]=1.C1C=C(Cl)C=C(C(OO)=[O:32])C=1.[O-]S([O-])=O.[Na+].[Na+]. Given the product [CH3:1][O:2][C:3]1[CH:4]=[CH:5][C:6]2[N:7]([C:9]([CH2:12][C:13]3[CH:23]=[CH:22][C:16]4[N:17]=[C:18]([S:20]([CH3:21])=[O:32])[S:19][C:15]=4[CH:14]=3)=[CH:10][N:11]=2)[N:8]=1, predict the reactants needed to synthesize it. (3) Given the product [N-:6]=[C:15]=[O:18].[CH2:1]([O:3][C:4](=[O:14])[C@H:5]([CH2:7][C:8]1[CH:13]=[CH:12][CH:11]=[CH:10][CH:9]=1)[NH2:6])[CH3:2], predict the reactants needed to synthesize it. The reactants are: [CH2:1]([O:3][C:4](=[O:14])[C@H:5]([CH2:7][C:8]1[CH:13]=[CH:12][CH:11]=[CH:10][CH:9]=1)[NH2:6])[CH3:2].[C:15](=[O:18])([O-])O.[Na+].ClC(Cl)(OC(=O)OC(Cl)(Cl)Cl)Cl. (4) Given the product [CH2:27]([N:13]([CH3:14])[CH2:12][C:9]1[NH:10][CH:11]=[C:7]([C:4]2[CH:5]=[CH:6][C:1]([C:15]3[CH:16]=[CH:17][CH:18]=[CH:19][CH:20]=3)=[CH:2][CH:3]=2)[N:8]=1)[C:28]1[CH:33]=[CH:32][CH:31]=[CH:30][CH:29]=1, predict the reactants needed to synthesize it. The reactants are: [C:1]1([C:15]2[CH:20]=[CH:19][CH:18]=[CH:17][CH:16]=2)[CH:6]=[CH:5][C:4]([C:7]2[N:8]=[C:9]([CH2:12][NH:13][CH3:14])[NH:10][CH:11]=2)=[CH:3][CH:2]=1.C(=O)([O-])[O-].[K+].[K+].[CH2:27](Br)[C:28]1[CH:33]=[CH:32][CH:31]=[CH:30][CH:29]=1.O. (5) Given the product [NH2:1][C:2]1[CH:3]=[C:4]([C:9]([N:11]2[CH2:14][CH:13]([C:15]3[CH:20]=[CH:19][C:18]([C:32]4[CH:31]=[N:30][N:29]([CH3:28])[CH:33]=4)=[CH:17][CH:16]=3)[CH2:12]2)=[O:10])[CH:5]=[CH:6][C:7]=1[CH3:8], predict the reactants needed to synthesize it. The reactants are: [NH2:1][C:2]1[CH:3]=[C:4]([C:9]([N:11]2[CH2:14][CH:13]([C:15]3[CH:20]=[CH:19][C:18](Br)=[CH:17][CH:16]=3)[CH2:12]2)=[O:10])[CH:5]=[CH:6][C:7]=1[CH3:8].C([O-])([O-])=O.[K+].[K+].[CH3:28][N:29]1[CH:33]=[C:32](B2OC(C)(C)C(C)(C)O2)[CH:31]=[N:30]1.